Dataset: Catalyst prediction with 721,799 reactions and 888 catalyst types from USPTO. Task: Predict which catalyst facilitates the given reaction. Reactant: CS(O[CH:6]1[CH2:11][CH2:10][O:9][CH:8]([CH:12]2[CH2:14][CH2:13]2)[CH2:7]1)(=O)=O.N#N.C([O-])([O-])=O.[K+].[K+].[F:23][C:24]([F:33])([F:32])[C:25]1[CH:26]=[C:27]([SH:31])[CH:28]=[CH:29][CH:30]=1. Product: [CH:12]1([CH:8]2[CH2:7][CH:6]([S:31][C:27]3[CH:28]=[CH:29][CH:30]=[C:25]([C:24]([F:23])([F:32])[F:33])[CH:26]=3)[CH2:11][CH2:10][O:9]2)[CH2:13][CH2:14]1. The catalyst class is: 210.